This data is from Reaction yield outcomes from USPTO patents with 853,638 reactions. The task is: Predict the reaction yield, written as a fraction of the theoretical maximum amount of product (1.0 means a 100% yield; for example, 0.34 means a 34% yield). (1) The reactants are [Cl:1][C:2]1[CH:7]=[CH:6][CH:5]=[C:4]([C:8]([F:11])([F:10])[F:9])[C:3]=1[CH2:12][N:13]1[CH2:17][C@@H:16]([CH3:18])[C@@:15]([CH2:34][C:35]([O:37]C(C)(C)C)=[O:36])([C:19](=[O:33])[NH:20][CH:21]2[CH2:26][CH2:25][N:24]([CH2:27][CH:28]([F:32])[CH2:29][CH2:30][CH3:31])[CH2:23][CH2:22]2)[CH2:14]1.FC(F)(F)C(O)=O. The catalyst is ClCCl. The product is [Cl:1][C:2]1[CH:7]=[CH:6][CH:5]=[C:4]([C:8]([F:11])([F:9])[F:10])[C:3]=1[CH2:12][N:13]1[CH2:17][C@@H:16]([CH3:18])[C@@:15]([CH2:34][C:35]([OH:37])=[O:36])([C:19](=[O:33])[NH:20][CH:21]2[CH2:26][CH2:25][N:24]([CH2:27][CH:28]([F:32])[CH2:29][CH2:30][CH3:31])[CH2:23][CH2:22]2)[CH2:14]1. The yield is 0.880. (2) The reactants are [Cl:1][C:2]1[CH:31]=[CH:30][C:5]2[N:6]=[C:7]([C:9]3[C:10]([F:29])=[CH:11][C:12]([F:28])=[C:13]([C@:15]4([CH3:27])[C:21]([F:23])([F:22])[C:20]([CH3:25])([CH3:24])[O:19][CH2:18][C:17](=O)[NH:16]4)[CH:14]=3)[O:8][C:4]=2[CH:3]=1.COC1C=CC(P2(SP(C3C=CC(OC)=CC=3)(=S)S2)=[S:41])=CC=1. The catalyst is O1CCOCC1. The product is [Cl:1][C:2]1[CH:31]=[CH:30][C:5]2[N:6]=[C:7]([C:9]3[C:10]([F:29])=[CH:11][C:12]([F:28])=[C:13]([C@:15]4([CH3:27])[C:21]([F:23])([F:22])[C:20]([CH3:25])([CH3:24])[O:19][CH2:18][C:17](=[S:41])[NH:16]4)[CH:14]=3)[O:8][C:4]=2[CH:3]=1. The yield is 0.870. (3) The reactants are [S:1]1[CH:5]=[CH:4][CH:3]=[C:2]1[C:6](=[O:9])[CH:7]=[CH2:8].S(=O)(=O)(O)O. The catalyst is ClCCCl. The product is [S:1]1[CH:5]=[CH:4][C:3]2[CH2:8][CH2:7][C:6](=[O:9])[C:2]1=2. The yield is 0.280. (4) The reactants are [C:1]1(C)C=[CH:5][C:4](S(O)(=O)=O)=[CH:3][CH:2]=1.[O:12]1[CH:17]=[CH:16][CH2:15][CH2:14][CH2:13]1.[OH:18][C@@H:19]1[CH2:43][CH2:42][C@@:41]2([CH3:44])[C@H:21]([CH2:22][C@@H:23]([OH:46])[C@@H:24]3[C@@H:40]2[CH2:39][CH2:38][C@@:37]2([CH3:45])[C@H:25]3[CH2:26][CH2:27][C@@H:28]2[C@H:29]([CH3:36])[CH2:30][CH2:31][C:32]([O:34][CH3:35])=[O:33])[CH2:20]1.[OH2:47]. The catalyst is O1CCOCC1. The product is [O:12]1[CH2:13][CH2:14][CH2:15][CH2:16][CH:17]1[O:18][C@@H:19]1[CH2:43][CH2:42][C@@:41]2([CH3:44])[C@H:21]([CH2:22][C@@H:23]([O:46][CH:5]3[CH2:4][CH2:3][CH2:2][CH2:1][O:47]3)[C@@H:24]3[C@@H:40]2[CH2:39][CH2:38][C@@:37]2([CH3:45])[C@H:25]3[CH2:26][CH2:27][C@@H:28]2[C@H:29]([CH3:36])[CH2:30][CH2:31][C:32]([O:34][CH3:35])=[O:33])[CH2:20]1. The yield is 0.900. (5) The reactants are Br[C:2]1[NH:6][CH:5]=[C:4]([CH:7]=[O:8])[CH:3]=1.[CH3:9][S:10][C:11]1[CH:16]=[CH:15][CH:14]=[CH:13][C:12]=1B(O)O.C(=O)([O-])[O-].[Na+].[Na+].COCCOC. The catalyst is O. The product is [CH3:9][S:10][C:11]1[CH:16]=[CH:15][CH:14]=[CH:13][C:12]=1[C:2]1[NH:6][CH:5]=[C:4]([CH:7]=[O:8])[CH:3]=1. The yield is 0.690.